The task is: Regression. Given two drug SMILES strings and cell line genomic features, predict the synergy score measuring deviation from expected non-interaction effect.. This data is from NCI-60 drug combinations with 297,098 pairs across 59 cell lines. (1) Drug 2: CC1CCCC2(C(O2)CC(NC(=O)CC(C(C(=O)C(C1O)C)(C)C)O)C(=CC3=CSC(=N3)C)C)C. Synergy scores: CSS=13.9, Synergy_ZIP=-4.61, Synergy_Bliss=5.01, Synergy_Loewe=2.33, Synergy_HSA=2.79. Cell line: NCI-H460. Drug 1: CN(C)N=NC1=C(NC=N1)C(=O)N. (2) Drug 1: CC(C)CN1C=NC2=C1C3=CC=CC=C3N=C2N. Drug 2: C(CN)CNCCSP(=O)(O)O. Cell line: OVCAR-4. Synergy scores: CSS=-2.30, Synergy_ZIP=-0.793, Synergy_Bliss=-3.50, Synergy_Loewe=-4.06, Synergy_HSA=-5.21. (3) Drug 1: C1CN(CCN1C(=O)CCBr)C(=O)CCBr. Drug 2: B(C(CC(C)C)NC(=O)C(CC1=CC=CC=C1)NC(=O)C2=NC=CN=C2)(O)O. Cell line: COLO 205. Synergy scores: CSS=58.8, Synergy_ZIP=-8.74, Synergy_Bliss=-8.23, Synergy_Loewe=-4.93, Synergy_HSA=-5.01. (4) Drug 1: CC12CCC(CC1=CCC3C2CCC4(C3CC=C4C5=CN=CC=C5)C)O. Drug 2: C1=NNC2=C1C(=O)NC=N2. Cell line: HL-60(TB). Synergy scores: CSS=18.6, Synergy_ZIP=7.81, Synergy_Bliss=17.4, Synergy_Loewe=7.55, Synergy_HSA=8.45. (5) Drug 1: CC1C(C(=O)NC(C(=O)N2CCCC2C(=O)N(CC(=O)N(C(C(=O)O1)C(C)C)C)C)C(C)C)NC(=O)C3=C4C(=C(C=C3)C)OC5=C(C(=O)C(=C(C5=N4)C(=O)NC6C(OC(=O)C(N(C(=O)CN(C(=O)C7CCCN7C(=O)C(NC6=O)C(C)C)C)C)C(C)C)C)N)C. Drug 2: C1C(C(OC1N2C=NC3=C(N=C(N=C32)Cl)N)CO)O. Cell line: PC-3. Synergy scores: CSS=20.7, Synergy_ZIP=-2.67, Synergy_Bliss=3.03, Synergy_Loewe=4.32, Synergy_HSA=5.07.